This data is from Forward reaction prediction with 1.9M reactions from USPTO patents (1976-2016). The task is: Predict the product of the given reaction. (1) Given the reactants Br[C:2]1[C:3]2[C:4]3[CH:17]=[CH:16][S:15][C:5]=3[C:6](=[O:14])[NH:7][C:8]=2[CH:9]=[CH:10][C:11]=1[O:12][CH3:13].[C:18]([O:22][C:23](=[O:44])[NH:24][CH2:25][C:26]1([C:29]2[CH:34]=[CH:33][C:32](B3OC(C)(C)C(C)(C)O3)=[CH:31][CH:30]=2)[CH2:28][CH2:27]1)([CH3:21])([CH3:20])[CH3:19], predict the reaction product. The product is: [C:18]([O:22][C:23](=[O:44])[NH:24][CH2:25][C:26]1([C:29]2[CH:30]=[CH:31][C:32]([C:2]3[C:3]4[C:4]5[CH:17]=[CH:16][S:15][C:5]=5[C:6](=[O:14])[NH:7][C:8]=4[CH:9]=[CH:10][C:11]=3[O:12][CH3:13])=[CH:33][CH:34]=2)[CH2:27][CH2:28]1)([CH3:21])([CH3:19])[CH3:20]. (2) Given the reactants [CH3:1][N:2]([C:4]1[CH:9]=[CH:8][C:7]([C:10]([C:20]2[CH:25]=[CH:24][CH:23]=[CH:22][CH:21]=2)=[C:11]2[CH:19]=[CH:18][C:14](=[N+:15]([CH3:17])[CH3:16])[CH:13]=[CH:12]2)=[CH:6][CH:5]=1)[CH3:3].[Cl-:26].P([O-])([O-])([O-])=O.P(OC[C@H]1O[C@@H](N2C3N=CN=C(N)C=3N=C2)[C@H](O)[C@@H]1O)(OP(OP(O)(O)=O)(O)=O)(=O)O.C1N(CCS(O)(=O)=O)CCN(CCS(O)(=O)=O)C1.C1N(CCS(O)(=O)=O)CCN(CCS(O)(=O)=O)C1.[OH-].[K+].[Mg+2].[Cl-].[Cl-].C(S)[C@@H](O)[C@H](O)CS.CCC(COC(C(N(CC[NH+](C)C)C)=O)(C1C=CC=CC=1)C1C=CC=CC=1)CC.[Cl-].CC1[C@@H](OC([C@H](O)[C@@H](NC(C2C=CC=CC=2)=O)C2C=CC=CC=2)=O)C[C@]2(O)C(C)(C)C=1[C@@H](OC(C)=O)C([C@@]1(C)[C@H]([C@@H]2OC(C2C=CC=CC=2)=O)[C@]2(OC(C)=O)CO[C@@H]2C[C@@H]1O)=O.[NH4+:204].[NH4+].[O-:206][Mo:207]([O-:210])(=[O:209])=[O:208], predict the reaction product. The product is: [CH3:1][N:2]([C:4]1[CH:5]=[CH:6][C:7]([C:10]([C:20]2[CH:25]=[CH:24][CH:23]=[CH:22][CH:21]=2)=[C:11]2[CH:12]=[CH:13][C:14](=[N+:15]([CH3:17])[CH3:16])[CH:18]=[CH:19]2)=[CH:8][CH:9]=1)[CH3:3].[Cl-:26].[NH4+:204].[NH4+:2].[O-:209][Mo:207]([O-:210])(=[O:208])=[O:206]. (3) Given the reactants [OH:1][C:2]1[C:11]2[C:6](=[CH:7][CH:8]=[C:9]([CH3:12])[N:10]=2)[N:5]=[CH:4][C:3]=1C(O)=O, predict the reaction product. The product is: [CH3:12][C:9]1[N:10]=[C:11]2[C:6](=[CH:7][CH:8]=1)[N:5]=[CH:4][CH:3]=[C:2]2[OH:1]. (4) Given the reactants ClC1C=C(S(NC2C(OC)=CN=C(Cl)N=2)(=O)=O)C=CC=1Cl.[Cl:22][C:23]1[CH:24]=[C:25]([CH2:30][S:31]([NH2:34])(=[O:33])=[O:32])[CH:26]=[CH:27][C:28]=1[Cl:29].ClC1C=C(S(N)(=O)=O)C=CC=1Cl.Cl[C:48]1[C:53]([O:54][CH3:55])=[CH:52][N:51]=[C:50]([C:56]([F:59])([F:58])[F:57])[N:49]=1.ClC1N=C(Cl)C(OC)=CN=1, predict the reaction product. The product is: [Cl:22][C:23]1[CH:24]=[C:25]([CH2:30][S:31]([NH:34][C:52]2[C:53]([O:54][CH3:55])=[CH:48][N:49]=[C:50]([C:56]([F:58])([F:59])[F:57])[N:51]=2)(=[O:33])=[O:32])[CH:26]=[CH:27][C:28]=1[Cl:29]. (5) Given the reactants [Li+].[CH3:2][CH:3]([N-]C(C)C)C.[Cl:9][C:10]1[CH:15]=[CH:14][N:13]=[C:12]([CH3:16])[CH:11]=1.ICC, predict the reaction product. The product is: [Cl:9][C:10]1[CH:15]=[CH:14][N:13]=[C:12]([CH2:16][CH2:2][CH3:3])[CH:11]=1. (6) Given the reactants [O:1]1[C:6]2[CH:7]=[CH:8][C:9]([NH2:11])=[CH:10][C:5]=2[O:4][CH2:3][CH2:2]1.C(N(CC)CC)C.[C:19](Cl)(=[O:24])[C:20]([CH3:23])([CH3:22])[CH3:21], predict the reaction product. The product is: [O:1]1[C:6]2[CH:7]=[CH:8][C:9]([NH:11][C:19](=[O:24])[C:20]([CH3:23])([CH3:22])[CH3:21])=[CH:10][C:5]=2[O:4][CH2:3][CH2:2]1. (7) Given the reactants [Cl:1][C:2]1[C:3]([I:13])=[CH:4][C:5]([O:11][CH3:12])=[C:6]([CH:10]=1)[C:7]([OH:9])=O.[N:14]1([C:20]([O:22][C:23]([CH3:26])([CH3:25])[CH3:24])=[O:21])[CH2:19][CH2:18][NH:17][CH2:16][CH2:15]1.F[P-](F)(F)(F)(F)F.N1(O[P+](N(C)C)(N(C)C)N(C)C)C2C=CC=CC=2N=N1.CCN(C(C)C)C(C)C, predict the reaction product. The product is: [Cl:1][C:2]1[C:3]([I:13])=[CH:4][C:5]([O:11][CH3:12])=[C:6]([CH:10]=1)[C:7]([N:17]1[CH2:16][CH2:15][N:14]([C:20]([O:22][C:23]([CH3:26])([CH3:25])[CH3:24])=[O:21])[CH2:19][CH2:18]1)=[O:9]. (8) Given the reactants N12CCCN=C1CCCCC2.[CH:12]1([C:15]2[N:20]=[C:19]([C:21]3[NH:22][O:23][C:24](=[O:26])[N:25]=3)[CH:18]=[C:17]([C:27]([F:30])([F:29])[F:28])[N:16]=2)[CH2:14][CH2:13]1.[N:31]1([C:36](Cl)=[O:37])[CH2:35][CH2:34][CH2:33][CH2:32]1, predict the reaction product. The product is: [CH:12]1([C:15]2[N:20]=[C:19]([C:21]3[N:25]([C:36]([N:31]4[CH2:35][CH2:34][CH2:33][CH2:32]4)=[O:37])[C:24](=[O:26])[O:23][N:22]=3)[CH:18]=[C:17]([C:27]([F:28])([F:30])[F:29])[N:16]=2)[CH2:13][CH2:14]1. (9) Given the reactants [O:1]1[CH2:5][CH2:4][CH2:3]C1.[OH:6][CH2:7][C:8]12[CH2:17][CH:12]3[CH2:13][CH:14]([CH2:16][C:10]([CH2:18][OH:19])([CH2:11]3)[CH2:9]1)[CH2:15]2.[H-].[Na+].[CH2:22]([CH:24]1[O:26][CH2:25]1)Cl, predict the reaction product. The product is: [CH2:22]([O:6][CH2:7][C:8]12[CH2:15][CH:14]3[CH2:13][CH:12]([CH2:11][C:10]([CH2:18][O:19][CH2:3][CH:4]4[O:1][CH2:5]4)([CH2:16]3)[CH2:9]1)[CH2:17]2)[CH:24]1[O:26][CH2:25]1.